The task is: Regression/Classification. Given a drug SMILES string, predict its absorption, distribution, metabolism, or excretion properties. Task type varies by dataset: regression for continuous measurements (e.g., permeability, clearance, half-life) or binary classification for categorical outcomes (e.g., BBB penetration, CYP inhibition). For this dataset (half_life_obach), we predict log10(half-life) (log10 of half-life in hours).. This data is from Drug half-life prediction data from Obach et al.. (1) The compound is NS(=O)(=O)c1cc2c(cc1C(F)(F)F)NCNS2(=O)=O. The log10(half-life) is 0.720. (2) The molecule is C/C(=C\c1csc(C)n1)[C@@H]1C[C@@H]2O[C@]2(C)CCC[C@H](C)[C@H](O)[C@@H](C)C(=O)C(C)(C)[C@@H](O)CC(=O)N1. The log10(half-life) is 1.23. (3) The molecule is Cc1cnc(NC(=O)C2=C(O)c3ccccc3S(=O)(=O)N2C)s1. The log10(half-life) is 1.26. (4) The compound is C=CCN1CCCC1CNC(=O)c1cc2nn[nH]c2cc1OC. The log10(half-life) is 0.450. (5) The molecule is O=C(NCCNCC(O)COc1ccc(O)cc1)N1CCOCC1. The log10(half-life) is 0.890.